From a dataset of NCI-60 drug combinations with 297,098 pairs across 59 cell lines. Regression. Given two drug SMILES strings and cell line genomic features, predict the synergy score measuring deviation from expected non-interaction effect. (1) Drug 1: CNC(=O)C1=CC=CC=C1SC2=CC3=C(C=C2)C(=NN3)C=CC4=CC=CC=N4. Drug 2: N.N.Cl[Pt+2]Cl. Cell line: DU-145. Synergy scores: CSS=-3.16, Synergy_ZIP=0.406, Synergy_Bliss=-1.99, Synergy_Loewe=-4.62, Synergy_HSA=-4.29. (2) Drug 1: CC(C1=C(C=CC(=C1Cl)F)Cl)OC2=C(N=CC(=C2)C3=CN(N=C3)C4CCNCC4)N. Drug 2: CC(C)(C#N)C1=CC(=CC(=C1)CN2C=NC=N2)C(C)(C)C#N. Cell line: SK-MEL-28. Synergy scores: CSS=4.05, Synergy_ZIP=2.22, Synergy_Bliss=4.27, Synergy_Loewe=0.881, Synergy_HSA=0.0652.